From a dataset of Reaction yield outcomes from USPTO patents with 853,638 reactions. Predict the reaction yield, written as a fraction of the theoretical maximum amount of product (1.0 means a 100% yield; for example, 0.34 means a 34% yield). (1) The reactants are [OH:1][CH2:2][CH2:3][N:4]([CH:22]([CH3:24])[CH3:23])[C:5]([C:7]1[S:8][C:9]2[CH2:10][CH2:11][O:12][C:13]3[CH:20]=[CH:19][C:18](Br)=[CH:17][C:14]=3[C:15]=2[N:16]=1)=[O:6].O1CCCCC1[O:31][CH2:32][CH2:33][N:34]1[CH:38]=[C:37](B2OC(C)(C)C(C)(C)O2)[CH:36]=[N:35]1.C([O-])(=O)C.[K+].Cl. The catalyst is O.C1C=CC([P]([Pd]([P](C2C=CC=CC=2)(C2C=CC=CC=2)C2C=CC=CC=2)([P](C2C=CC=CC=2)(C2C=CC=CC=2)C2C=CC=CC=2)[P](C2C=CC=CC=2)(C2C=CC=CC=2)C2C=CC=CC=2)(C2C=CC=CC=2)C2C=CC=CC=2)=CC=1.C(#N)C. The product is [OH:1][CH2:2][CH2:3][N:4]([CH:22]([CH3:24])[CH3:23])[C:5]([C:7]1[S:8][C:9]2[CH2:10][CH2:11][O:12][C:13]3[CH:20]=[CH:19][C:18]([C:37]4[CH:36]=[N:35][N:34]([CH2:33][CH2:32][OH:31])[CH:38]=4)=[CH:17][C:14]=3[C:15]=2[N:16]=1)=[O:6]. The yield is 0.0600. (2) The reactants are [C:1]([C:3]1[CH:8]=[CH:7][C:6]([CH2:9][OH:10])=[C:5]([F:11])[CH:4]=1)#[CH:2].N1C=CC=CC=1.[CH3:18][S:19](O[S:19]([CH3:18])(=[O:21])=[O:20])(=[O:21])=[O:20]. The catalyst is ClCCl. The product is [C:1]([C:3]1[CH:8]=[CH:7][C:6]([CH2:9][O:10][S:19]([CH3:18])(=[O:21])=[O:20])=[C:5]([F:11])[CH:4]=1)#[CH:2]. The yield is 0.905.